Predict the reactants needed to synthesize the given product. From a dataset of Full USPTO retrosynthesis dataset with 1.9M reactions from patents (1976-2016). (1) The reactants are: Br[N:2]1[C:6](=[O:7])[CH2:5][CH2:4][C:3]1=O.Br[C:10]1[CH:14]=[CH:13][NH:12][C:11]=1Br. Given the product [NH:12]1[CH:13]=[CH:14][CH:10]=[C:11]1[CH:4]1[CH2:3][NH:2][C:6](=[O:7])[CH2:5]1, predict the reactants needed to synthesize it. (2) Given the product [S:1]1[CH:5]=[CH:4][N:3]=[C:2]1[C:6]1[N:10]=[C:11]([C:12]([O:14][CH2:15][CH3:16])=[O:13])[NH:9][N:8]=1, predict the reactants needed to synthesize it. The reactants are: [S:1]1[CH:5]=[CH:4][N:3]=[C:2]1[C:6]([NH:8][NH2:9])=O.[NH2:10][C:11](=S)[C:12]([O:14][CH2:15][CH3:16])=[O:13].[Cl-].[NH4+]. (3) The reactants are: [Br:1][C:2]1[CH:7]=[CH:6][C:5]([C:8](=[N:22][O:23][CH2:24][CH3:25])[CH:9]2[CH2:14][CH2:13][N:12]([C:15]3([CH3:21])[CH2:20][CH2:19][NH:18][CH2:17][CH2:16]3)[CH2:11][CH2:10]2)=[CH:4][CH:3]=1.[OH:26][C:27]1[C:36]2[C:31](=[CH:32][C:33]([C:37]([F:40])([F:39])[F:38])=[CH:34][CH:35]=2)[N:30]=[CH:29][C:28]=1[C:41](O)=[O:42].CCN(CC)CC.CN(C(ON1N=NC2C=CC=NC1=2)=[N+](C)C)C.F[P-](F)(F)(F)(F)F. Given the product [Br:1][C:2]1[CH:7]=[CH:6][C:5]([C:8](=[N:22][O:23][CH2:24][CH3:25])[CH:9]2[CH2:10][CH2:11][N:12]([C:15]3([CH3:21])[CH2:20][CH2:19][N:18]([C:41]([C:28]4[CH:29]=[N:30][C:31]5[C:36]([C:27]=4[OH:26])=[CH:35][CH:34]=[C:33]([C:37]([F:40])([F:38])[F:39])[CH:32]=5)=[O:42])[CH2:17][CH2:16]3)[CH2:13][CH2:14]2)=[CH:4][CH:3]=1, predict the reactants needed to synthesize it.